Dataset: Catalyst prediction with 721,799 reactions and 888 catalyst types from USPTO. Task: Predict which catalyst facilitates the given reaction. Reactant: [F:1][C:2]1[CH:7]=[CH:6][C:5]([CH3:8])=[CH:4][C:3]=1[NH:9][C:10]([NH:12][C:13]1[CH:42]=[CH:41][C:16]([O:17][C:18]2[CH:23]=[CH:22][N:21]=[C:20]3[CH:24]=[C:25]([C:27]([NH:29][CH2:30][CH2:31][CH2:32][NH:33]C(=O)OC(C)(C)C)=[O:28])[S:26][C:19]=23)=[CH:15][CH:14]=1)=[O:11].FC(F)(F)C(O)=O. Product: [NH2:33][CH2:32][CH2:31][CH2:30][NH:29][C:27]([C:25]1[S:26][C:19]2[C:20](=[N:21][CH:22]=[CH:23][C:18]=2[O:17][C:16]2[CH:15]=[CH:14][C:13]([NH:12][C:10]([NH:9][C:3]3[CH:4]=[C:5]([CH3:8])[CH:6]=[CH:7][C:2]=3[F:1])=[O:11])=[CH:42][CH:41]=2)[CH:24]=1)=[O:28]. The catalyst class is: 2.